Predict the reaction yield, written as a fraction of the theoretical maximum amount of product (1.0 means a 100% yield; for example, 0.34 means a 34% yield). From a dataset of Reaction yield outcomes from USPTO patents with 853,638 reactions. (1) The reactants are [F:1][C:2]1[CH:7]=[CH:6][C:5]([C@:8]2([CH2:32][C:33]([OH:36])([CH3:35])[CH3:34])[O:13][C:12](=[O:14])[N:11]([C@H:15]([C:17]3[CH:22]=[CH:21][C:20](B4OC(C)(C)C(C)(C)O4)=[CH:19][CH:18]=3)[CH3:16])[CH2:10][CH2:9]2)=[CH:4][CH:3]=1.Br[C:38]1[CH:39]=[CH:40][C:41](=[O:45])[N:42]([CH3:44])[CH:43]=1.C([O-])([O-])=O.[Cs+].[Cs+]. The catalyst is O1CCOCC1.CCOC(C)=O. The product is [F:1][C:2]1[CH:3]=[CH:4][C:5]([C@:8]2([CH2:32][C:33]([OH:36])([CH3:35])[CH3:34])[O:13][C:12](=[O:14])[N:11]([C@H:15]([C:17]3[CH:18]=[CH:19][C:20]([C:38]4[CH:39]=[CH:40][C:41](=[O:45])[N:42]([CH3:44])[CH:43]=4)=[CH:21][CH:22]=3)[CH3:16])[CH2:10][CH2:9]2)=[CH:6][CH:7]=1. The yield is 0.220. (2) The reactants are [OH:1][C:2]1[CH:3]=[C:4]2[C:9](=[CH:10][CH:11]=1)[N:8]=[CH:7][CH:6]=[CH:5]2.[CH3:12][N:13]([C:17]1[CH:22]=[CH:21][CH:20]=[CH:19][CH:18]=1)[C:14](Cl)=[O:15].N12CCN(CC1)CC2. The catalyst is ClCCl. The product is [N:8]1[C:9]2[C:4](=[CH:3][C:2]([O:1][C:14](=[O:15])[N:13]([CH3:12])[C:17]3[CH:22]=[CH:21][CH:20]=[CH:19][CH:18]=3)=[CH:11][CH:10]=2)[CH:5]=[CH:6][CH:7]=1. The yield is 0.690.